Dataset: Retrosynthesis with 50K atom-mapped reactions and 10 reaction types from USPTO. Task: Predict the reactants needed to synthesize the given product. (1) Given the product Cc1ccccc1Cc1ccc(C(=O)NCCc2c[nH]c3ccc(Cl)cc23)cc1, predict the reactants needed to synthesize it. The reactants are: Cc1ccccc1B(O)O.O=C(NCCc1c[nH]c2ccc(Cl)cc12)c1ccc(CCl)cc1. (2) Given the product CC(C)(C)OC(=O)n1cc(CC#N)c2ccc(OCc3ccccc3)cc21, predict the reactants needed to synthesize it. The reactants are: CC(C)(C)OC(=O)OC(=O)OC(C)(C)C.N#CCc1c[nH]c2cc(OCc3ccccc3)ccc12. (3) Given the product CC(C)(C)OC(=O)C(C)(C)Sc1nc(CCOc2ccc(-c3ccc([N+](=O)[O-])cc3)cc2)cs1, predict the reactants needed to synthesize it. The reactants are: CC(C)(C)OC(=O)C(C)(C)Sc1nc(CCO)cs1.O=[N+]([O-])c1ccc(-c2ccc(O)cc2)cc1. (4) Given the product Oc1ccc(-c2ccc(-c3nc(C(F)(F)F)cn3Cc3ccccc3)o2)cc1, predict the reactants needed to synthesize it. The reactants are: COc1ccc(-c2ccc(-c3nc(C(F)(F)F)cn3Cc3ccccc3)o2)cc1. (5) Given the product COc1ccc(S(=O)(=O)n2c(=O)n(C(C(=O)N3CCN(C4CCNCC4)CC3)c3ccccc3)c3cc(Cl)ccc32)cc1, predict the reactants needed to synthesize it. The reactants are: COc1ccc(S(=O)(=O)n2c(=O)n(C(C(=O)N3CCN(C4CCN(C(=O)OC(C)(C)C)CC4)CC3)c3ccccc3)c3cc(Cl)ccc32)cc1. (6) Given the product CCOC(=O)CC(=O)CCc1ccc2cc[nH]c2c1, predict the reactants needed to synthesize it. The reactants are: CCOC(=O)CC(=O)/C=C/c1ccc2cc[nH]c2c1. (7) Given the product CN(C)CCNc1ccc(I)cn1, predict the reactants needed to synthesize it. The reactants are: CN(C)CCN.Clc1ccc(I)cn1. (8) Given the product COC(=O)C1(CC(=O)O)CCOCC1, predict the reactants needed to synthesize it. The reactants are: COC(=O)C1(CC(=O)OC(C)(C)C)CCOCC1. (9) Given the product O=C(O)c1cn(C2CC2)c2c(Cl)c(N3C[C@@H]4CCCN[C@@H]4C3)ncc2c1=O, predict the reactants needed to synthesize it. The reactants are: C1CN[C@@H]2CNC[C@@H]2C1.O=C(O)c1cn(C2CC2)c2c(Cl)c(Cl)ncc2c1=O.